This data is from Forward reaction prediction with 1.9M reactions from USPTO patents (1976-2016). The task is: Predict the product of the given reaction. (1) Given the reactants [Cl-].[Li+].C([Mg]Cl)(C)C.C(#N)C.C(=O)=O.[CH2:14]([O:21][C:22]1[C:27]([CH2:28][N:29]2[CH2:38][CH2:37][C:36]3[C:31](=[C:32]([Cl:41])[C:33](Br)=[CH:34][C:35]=3[Cl:39])[C:30]2=[O:42])=[C:26]([CH3:43])[CH:25]=[C:24]([CH3:44])[N:23]=1)[C:15]1[CH:20]=[CH:19][CH:18]=[CH:17][CH:16]=1.[CH2:45]([Sn:49](Cl)([CH2:54][CH2:55][CH2:56][CH3:57])[CH2:50][CH2:51][CH2:52][CH3:53])[CH2:46][CH2:47][CH3:48], predict the reaction product. The product is: [CH2:14]([O:21][C:22]1[C:27]([CH2:28][N:29]2[CH2:38][CH2:37][C:36]3[C:31](=[C:32]([Cl:41])[C:33]([Sn:49]([CH2:50][CH2:51][CH2:52][CH3:53])([CH2:54][CH2:55][CH2:56][CH3:57])[CH2:45][CH2:46][CH2:47][CH3:48])=[CH:34][C:35]=3[Cl:39])[C:30]2=[O:42])=[C:26]([CH3:43])[CH:25]=[C:24]([CH3:44])[N:23]=1)[C:15]1[CH:20]=[CH:19][CH:18]=[CH:17][CH:16]=1. (2) Given the reactants [CH3:1][C:2]1[O:6][N:5]=[C:4]([C:7]2[CH:12]=[CH:11][N:10]=[CH:9][CH:8]=2)[C:3]=1[CH2:13][O:14][C:15]1[CH:23]=[CH:22][C:18]([C:19]([OH:21])=O)=[CH:17][N:16]=1.[NH:24]1[CH2:29][CH2:28][O:27][CH2:26][CH2:25]1, predict the reaction product. The product is: [CH3:1][C:2]1[O:6][N:5]=[C:4]([C:7]2[CH:8]=[CH:9][N:10]=[CH:11][CH:12]=2)[C:3]=1[CH2:13][O:14][C:15]1[N:16]=[CH:17][C:18]([C:19]([N:24]2[CH2:29][CH2:28][O:27][CH2:26][CH2:25]2)=[O:21])=[CH:22][CH:23]=1. (3) Given the reactants [C:1]([O:5][C:6]([C:8]1[N:9]=[C:10]([C:20]2[CH:25]=[CH:24][C:23]([C:26]([F:29])([F:28])[F:27])=[CH:22][CH:21]=2)[O:11][C:12]=1[C:13]1[C:14](Cl)=[N:15][CH:16]=[CH:17][CH:18]=1)=[O:7])([CH3:4])([CH3:3])[CH3:2].[NH:30]1[CH2:35][CH2:34][CH2:33][CH2:32][CH2:31]1, predict the reaction product. The product is: [C:1]([O:5][C:6]([C:8]1[N:9]=[C:10]([C:20]2[CH:25]=[CH:24][C:23]([C:26]([F:29])([F:28])[F:27])=[CH:22][CH:21]=2)[O:11][C:12]=1[C:13]1[C:14]([N:30]2[CH2:35][CH2:34][CH2:33][CH2:32][CH2:31]2)=[N:15][CH:16]=[CH:17][CH:18]=1)=[O:7])([CH3:4])([CH3:3])[CH3:2]. (4) Given the reactants [NH:1]1[CH2:6][CH2:5][CH2:4][CH2:3][CH2:2]1.[NH:7]([C:32](OCC1C2C(=CC=CC=2)C2C1=CC=CC=2)=[O:33])[C@H:8]([C:29]([OH:31])=[O:30])[CH2:9][CH2:10][CH2:11][CH2:12][NH:13][C:14](=[C:19]1[C:27](=[O:28])[CH2:26][C:23]([CH3:25])([CH3:24])[CH2:22][C:20]1=[O:21])[CH2:15][CH:16]([CH3:18])[CH3:17], predict the reaction product. The product is: [NH:1]([C:20]([CH3:19])=[O:21])[C@H:6]([C:32]([NH:7][C@H:8]([C:29]([OH:31])=[O:30])[CH2:9][CH2:10][CH2:11][CH2:12][NH:13][C:14](=[C:19]1[C:27](=[O:28])[CH2:26][C:23]([CH3:24])([CH3:25])[CH2:22][C:20]1=[O:21])[CH2:15][CH:16]([CH3:17])[CH3:18])=[O:33])[CH2:5][C:4]1[CH:29]=[CH:8][CH:9]=[CH:2][CH:3]=1.